From a dataset of Catalyst prediction with 721,799 reactions and 888 catalyst types from USPTO. Predict which catalyst facilitates the given reaction. (1) Reactant: Cl.[Br:2][C:3]1[CH:4]=[N:5][CH:6]=[C:7]([O:9][C@@H:10]2[CH2:15][CH2:14][CH2:13][NH:12][CH2:11]2)[CH:8]=1.[C:16](Cl)(=[O:18])[CH3:17].C(N(CC)C(C)C)(C)C. Product: [Br:2][C:3]1[CH:8]=[C:7]([O:9][C@@H:10]2[CH2:15][CH2:14][CH2:13][N:12]([C:16](=[O:18])[CH3:17])[CH2:11]2)[CH:6]=[N:5][CH:4]=1. The catalyst class is: 3. (2) Reactant: [CH2:1]1[CH:10]2[CH:5]([CH2:6][CH2:7][CH2:8][CH2:9]2)[CH2:4][CH2:3][NH:2]1.C(N(CC)CC)C.[CH3:18][S:19](Cl)=[O:20]. Product: [CH3:18][S:19]([N:2]1[CH2:3][CH2:4][CH:5]2[CH:10]([CH2:9][CH2:8][CH2:7][CH2:6]2)[CH2:1]1)=[O:20]. The catalyst class is: 4. (3) Reactant: [OH-:1].[Na+].Cl.[NH2:4]O.[CH2:6]([O:8][C:9](=[O:22])[C:10](=[O:21])[CH:11]([CH3:20])[C:12]([CH:14]1[CH2:19][CH2:18][CH2:17][CH2:16][CH2:15]1)=O)[CH3:7].Cl. Product: [CH2:6]([O:8][C:9](=[O:22])[C:10](=[O:21])[CH:11]([CH3:20])[C:12]([CH:14]1[CH2:19][CH2:18][CH2:17][CH2:16][CH2:15]1)=[N:4][OH:1])[CH3:7]. The catalyst class is: 69. (4) Reactant: [Br:1][C:2]1[CH:7]=[CH:6][C:5]([OH:8])=[CH:4][CH:3]=1.[C:9](Cl)(=[O:18])[CH:10]=[CH:11][C:12]1[CH:17]=[CH:16][CH:15]=[CH:14][CH:13]=1.C(N(CC)CC)C. Product: [Br:1][C:2]1[CH:7]=[CH:6][C:5]([O:8][C:9](=[O:18])[CH:10]=[CH:11][C:12]2[CH:17]=[CH:16][CH:15]=[CH:14][CH:13]=2)=[CH:4][CH:3]=1. The catalyst class is: 4.